This data is from Full USPTO retrosynthesis dataset with 1.9M reactions from patents (1976-2016). The task is: Predict the reactants needed to synthesize the given product. (1) Given the product [C:26]([O:25][C:23]([N:21]1[CH:22]=[C:18]([C:9]2[N:10]([C:11]([O:13][C:14]([CH3:17])([CH3:15])[CH3:16])=[O:12])[C:4]3[CH:3]=[C:2]([NH:38][C:33]4[CH:34]=[CH:35][CH:36]=[CH:37][C:32]=4[C:31]([F:30])([F:39])[F:40])[N:7]=[CH:6][C:5]=3[CH:8]=2)[CH:19]=[N:20]1)=[O:24])([CH3:28])([CH3:29])[CH3:27], predict the reactants needed to synthesize it. The reactants are: Br[C:2]1[N:7]=[CH:6][C:5]2[CH:8]=[C:9]([C:18]3[CH:19]=[N:20][N:21]([C:23]([O:25][C:26]([CH3:29])([CH3:28])[CH3:27])=[O:24])[CH:22]=3)[N:10]([C:11]([O:13][C:14]([CH3:17])([CH3:16])[CH3:15])=[O:12])[C:4]=2[CH:3]=1.[F:30][C:31]([F:40])([F:39])[C:32]1[CH:37]=[CH:36][CH:35]=[CH:34][C:33]=1[NH2:38]. (2) Given the product [OH:4][CH:2]([CH3:3])[CH2:1][N:19]1[CH2:20][CH2:21][N:16]([C:22]([O:24][CH2:25][C:26]2[CH:31]=[CH:30][CH:29]=[CH:28][CH:27]=2)=[O:23])[CH2:17][CH2:18]1, predict the reactants needed to synthesize it. The reactants are: [CH2:1]1[O:4][CH:2]1[CH3:3].C[Al](C)C.C1(C)C=CC=CC=1.[N:16]1([C:22]([O:24][CH2:25][C:26]2[CH:31]=[CH:30][CH:29]=[CH:28][CH:27]=2)=[O:23])[CH2:21][CH2:20][NH:19][CH2:18][CH2:17]1.[F-].[Na+].O. (3) Given the product [N:20]1[CH:21]=[CH:22][CH:23]=[N:24][C:19]=1[N:8]1[CH2:7][CH2:6][C:5]2([CH2:1][N:2]([C:11]([O:13][C:14]([CH3:17])([CH3:16])[CH3:15])=[O:12])[CH2:3][CH2:4]2)[CH2:10][CH2:9]1, predict the reactants needed to synthesize it. The reactants are: [CH2:1]1[C:5]2([CH2:10][CH2:9][NH:8][CH2:7][CH2:6]2)[CH2:4][CH2:3][N:2]1[C:11]([O:13][C:14]([CH3:17])([CH3:16])[CH3:15])=[O:12].Cl[C:19]1[N:24]=[CH:23][CH:22]=[CH:21][N:20]=1.CCN(C(C)C)C(C)C.CC(N(C)C)=O. (4) Given the product [CH2:1]([O:8][C@H:9]1[CH2:27][C@:13]2([C:28]3[CH:33]=[CH:32][CH:31]=[CH:30][C:29]=3[F:34])[N:14]=[C:15]([NH2:18])[S:16][CH2:17][C@@H:12]2[CH2:11][CH2:10]1)[C:2]1[CH:3]=[CH:4][CH:5]=[CH:6][CH:7]=1, predict the reactants needed to synthesize it. The reactants are: [CH2:1]([O:8][C@H:9]1[CH2:27][C@:13]2([C:28]3[CH:33]=[CH:32][CH:31]=[CH:30][C:29]=3[F:34])[N:14]=[C:15]([NH:18]C(=O)C3C=CC=CC=3)[S:16][CH2:17][C@@H:12]2[CH2:11][CH2:10]1)[C:2]1[CH:7]=[CH:6][CH:5]=[CH:4][CH:3]=1.C1CCN2C(=NCCC2)CC1. (5) Given the product [CH:1]1([C@@H:7]([NH:9][C:10]([C:12]2[C:21]3[C:16](=[CH:17][CH:18]=[CH:19][CH:20]=3)[N:15]=[C:14]([C:22]3[CH:23]=[CH:24][CH:25]=[CH:26][CH:27]=3)[C:13]=2[CH2:28][N:29]2[CH2:34][CH2:33][N:32]([C:45](=[O:46])[CH2:44][CH2:43][NH2:42])[CH2:31][CH2:30]2)=[O:11])[CH3:8])[CH2:6][CH2:5][CH2:4][CH2:3][CH2:2]1, predict the reactants needed to synthesize it. The reactants are: [CH:1]1([C@@H:7]([NH:9][C:10]([C:12]2[C:21]3[C:16](=[CH:17][CH:18]=[CH:19][CH:20]=3)[N:15]=[C:14]([C:22]3[CH:27]=[CH:26][CH:25]=[CH:24][CH:23]=3)[C:13]=2[CH2:28][N:29]2[CH2:34][CH2:33][NH:32][CH2:31][CH2:30]2)=[O:11])[CH3:8])[CH2:6][CH2:5][CH2:4][CH2:3][CH2:2]1.C(OC([NH:42][CH2:43][CH2:44][C:45](O)=[O:46])=O)(C)(C)C.C1CCC(N=C=NC2CCCCC2)CC1. (6) Given the product [NH2:1][C:4]1[CH:8]([O:9][CH2:10][CH3:11])[O:7][C:6](=[O:12])[CH:5]=1.[C:26]1([P:19](=[O:7])([C:13]2[CH:14]=[CH:15][CH:16]=[CH:17][CH:18]=2)[C:20]2[CH:25]=[CH:24][CH:23]=[CH:22][CH:21]=2)[CH:27]=[CH:28][CH:29]=[CH:30][CH:31]=1, predict the reactants needed to synthesize it. The reactants are: [N:1]([C:4]1[CH:8]([O:9][CH2:10][CH3:11])[O:7][C:6](=[O:12])[CH:5]=1)=[N+]=[N-].[C:13]1([P:19]([C:26]2[CH:31]=[CH:30][CH:29]=[CH:28][CH:27]=2)[C:20]2[CH:25]=[CH:24][CH:23]=[CH:22][CH:21]=2)[CH:18]=[CH:17][CH:16]=[CH:15][CH:14]=1. (7) Given the product [F:40][C:37]1[CH:38]=[CH:39][C:34]([C:2]2[CH:32]=[CH:31][C:5]([CH2:6][C:7]3([C:19]([NH:21][CH2:22][CH:23]([OH:30])[CH2:24][C:25]([CH3:28])([CH3:29])[CH2:26][CH3:27])=[O:20])[CH2:11][CH2:10][CH2:9][N:8]3[C:12]([O:14][C:15]([CH3:16])([CH3:17])[CH3:18])=[O:13])=[CH:4][CH:3]=2)=[N:35][CH:36]=1, predict the reactants needed to synthesize it. The reactants are: Br[C:2]1[CH:32]=[CH:31][C:5]([CH2:6][C:7]2([C:19]([NH:21][CH2:22][CH:23]([OH:30])[CH2:24][C:25]([CH3:29])([CH3:28])[CH2:26][CH3:27])=[O:20])[CH2:11][CH2:10][CH2:9][N:8]2[C:12]([O:14][C:15]([CH3:18])([CH3:17])[CH3:16])=[O:13])=[CH:4][CH:3]=1.Br[C:34]1[CH:39]=[CH:38][C:37]([F:40])=[CH:36][N:35]=1.C[Sn](C)C.C[Sn](C)C.[F-].[K+]. (8) Given the product [CH:4]1([N:7]([CH2:40][C:41]2[CH:42]=[C:43]([O:52][CH2:58][CH2:59][CH2:60][S:61][CH3:62])[CH:44]=[C:45]([CH2:47][CH2:48][CH2:49][O:50][CH3:51])[CH:46]=2)[C:8](=[O:39])[CH:9]([CH2:19][C:20]2[CH:25]=[CH:24][C:23]([O:26][CH2:27][CH2:28][O:29][C:30]3[C:31]([Cl:38])=[CH:32][C:33]([CH3:37])=[CH:34][C:35]=3[Cl:36])=[CH:22][CH:21]=2)[CH2:10][NH:11][C:12](=[O:18])[O:13][C:14]([CH3:16])([CH3:17])[CH3:15])[CH2:6][CH2:5]1, predict the reactants needed to synthesize it. The reactants are: C1([C:4]2([N:7]([CH2:40][C:41]3[CH:46]=[C:45]([CH2:47][CH2:48][CH2:49][O:50][CH3:51])[CH:44]=[C:43]([OH:52])[CH:42]=3)[C:8](=[O:39])[CH:9]([CH2:19][C:20]3[CH:25]=[CH:24][C:23]([O:26][CH2:27][CH2:28][O:29][C:30]4[C:35]([Cl:36])=[CH:34][C:33]([CH3:37])=[CH:32][C:31]=4[Cl:38])=[CH:22][CH:21]=3)[CH2:10][NH:11][C:12](=[O:18])[O:13][C:14]([CH3:17])([CH3:16])[CH3:15])[CH2:6][CH2:5]2)CC1.CS(O[CH2:58][CH2:59][CH2:60][S:61][CH3:62])(=O)=O.C(=O)([O-])[O-].[Cs+].[Cs+].CCOC(C)=O.